Dataset: Catalyst prediction with 721,799 reactions and 888 catalyst types from USPTO. Task: Predict which catalyst facilitates the given reaction. (1) Reactant: [F:1][C:2]1[C:14]2[NH:13][C:12]3[C:7](=[CH:8][CH:9]=[CH:10][CH:11]=3)[C:6]=2[C:5]([OH:15])=[CH:4][CH:3]=1.C(=O)([O-])[O-].[K+].[K+].[CH2:22]1[O:24][C@H:23]1[CH2:25]OS(C1C=C([N+]([O-])=O)C=CC=1)(=O)=O. Product: [CH2:25]([O:15][C:5]1[C:6]2[C:7]3[C:12](=[CH:11][CH:10]=[CH:9][CH:8]=3)[NH:13][C:14]=2[C:2]([F:1])=[CH:3][CH:4]=1)[CH:23]1[O:24][CH2:22]1. The catalyst class is: 21. (2) Product: [CH:1]([N:14]1[CH2:17][C:16]([O:18][S:21]([CH3:20])(=[O:23])=[O:22])([CH3:19])[CH2:15]1)([C:8]1[CH:13]=[CH:12][CH:11]=[CH:10][CH:9]=1)[C:2]1[CH:3]=[CH:4][CH:5]=[CH:6][CH:7]=1. Reactant: [CH:1]([N:14]1[CH2:17][C:16]([CH3:19])([OH:18])[CH2:15]1)([C:8]1[CH:13]=[CH:12][CH:11]=[CH:10][CH:9]=1)[C:2]1[CH:7]=[CH:6][CH:5]=[CH:4][CH:3]=1.[CH3:20][S:21](Cl)(=[O:23])=[O:22]. The catalyst class is: 2. (3) Reactant: [Cl:1][C:2]1[CH:11]=[CH:10][C:5]2[NH:6][C:7]([SH:9])=[N:8][C:4]=2[CH:3]=1.[OH-].[K+].F[C:15]1[CH:16]=[CH:17][C:18]([N+:25]([O-:27])=[O:26])=[C:19]2[C:23]=1[NH:22][CH:21]=[C:20]2[CH3:24]. Product: [Cl:1][C:2]1[CH:11]=[CH:10][C:5]2[NH:6][C:7]([S:9][C:15]3[CH:16]=[CH:17][C:18]([N+:25]([O-:27])=[O:26])=[C:19]4[C:23]=3[NH:22][CH:21]=[C:20]4[CH3:24])=[N:8][C:4]=2[CH:3]=1. The catalyst class is: 141. (4) Reactant: [NH2:1][CH2:2][C:3]1[CH:4]=[CH:5][C:6]([O:13][CH3:14])=[C:7]([CH:12]=1)[C:8]([O:10][CH3:11])=[O:9].N1C=CC=CC=1.[CH3:21][S:22](Cl)(=[O:24])=[O:23]. Product: [CH3:14][O:13][C:6]1[CH:5]=[CH:4][C:3]([CH2:2][NH:1][S:22]([CH3:21])(=[O:24])=[O:23])=[CH:12][C:7]=1[C:8]([O:10][CH3:11])=[O:9]. The catalyst class is: 2. (5) Reactant: [Cl:1][C:2]1[N:10]=[CH:9][CH:8]=[CH:7][C:3]=1[C:4]([OH:6])=O.[NH:11]1[C:20]2[C:15](=[CH:16][CH:17]=[CH:18][CH:19]=2)[CH2:14][CH2:13][CH2:12]1.C(N(CC)CC)C.[I-].ClC1C=CC=C[N+]=1C.C([O-])(O)=O.[Na+]. Product: [Cl:1][C:2]1[C:3]([C:4]([N:11]2[C:20]3[C:15](=[CH:16][CH:17]=[CH:18][CH:19]=3)[CH2:14][CH2:13][CH2:12]2)=[O:6])=[CH:7][CH:8]=[CH:9][N:10]=1. The catalyst class is: 4.